The task is: Regression. Given two drug SMILES strings and cell line genomic features, predict the synergy score measuring deviation from expected non-interaction effect.. This data is from NCI-60 drug combinations with 297,098 pairs across 59 cell lines. (1) Drug 1: C1=CC(=CC=C1C#N)C(C2=CC=C(C=C2)C#N)N3C=NC=N3. Drug 2: C(CC(=O)O)C(=O)CN.Cl. Cell line: SR. Synergy scores: CSS=13.4, Synergy_ZIP=-0.535, Synergy_Bliss=4.87, Synergy_Loewe=6.14, Synergy_HSA=4.11. (2) Drug 1: CC1=CC2C(CCC3(C2CCC3(C(=O)C)OC(=O)C)C)C4(C1=CC(=O)CC4)C. Drug 2: CC1CCC2CC(C(=CC=CC=CC(CC(C(=O)C(C(C(=CC(C(=O)CC(OC(=O)C3CCCCN3C(=O)C(=O)C1(O2)O)C(C)CC4CCC(C(C4)OC)OCCO)C)C)O)OC)C)C)C)OC. Cell line: NCI-H322M. Synergy scores: CSS=19.0, Synergy_ZIP=4.45, Synergy_Bliss=9.65, Synergy_Loewe=-5.80, Synergy_HSA=5.71. (3) Drug 1: CN1CCC(CC1)COC2=C(C=C3C(=C2)N=CN=C3NC4=C(C=C(C=C4)Br)F)OC. Drug 2: C1CN1P(=S)(N2CC2)N3CC3. Cell line: OVCAR-8. Synergy scores: CSS=27.8, Synergy_ZIP=-4.38, Synergy_Bliss=4.30, Synergy_Loewe=4.75, Synergy_HSA=5.64. (4) Drug 1: C1=CC(=CC=C1CC(C(=O)O)N)N(CCCl)CCCl.Cl. Drug 2: CC(C)NC(=O)C1=CC=C(C=C1)CNNC.Cl. Cell line: PC-3. Synergy scores: CSS=0.534, Synergy_ZIP=-2.13, Synergy_Bliss=-1.40, Synergy_Loewe=-14.3, Synergy_HSA=-4.76. (5) Drug 1: CN(C)C1=NC(=NC(=N1)N(C)C)N(C)C. Drug 2: CCC1(CC2CC(C3=C(CCN(C2)C1)C4=CC=CC=C4N3)(C5=C(C=C6C(=C5)C78CCN9C7C(C=CC9)(C(C(C8N6C)(C(=O)OC)O)OC(=O)C)CC)OC)C(=O)OC)O.OS(=O)(=O)O. Cell line: KM12. Synergy scores: CSS=44.9, Synergy_ZIP=-4.95, Synergy_Bliss=-5.27, Synergy_Loewe=-10.8, Synergy_HSA=1.23. (6) Drug 1: CC1CCC2CC(C(=CC=CC=CC(CC(C(=O)C(C(C(=CC(C(=O)CC(OC(=O)C3CCCCN3C(=O)C(=O)C1(O2)O)C(C)CC4CCC(C(C4)OC)OCCO)C)C)O)OC)C)C)C)OC. Drug 2: C1CN(P(=O)(OC1)NCCCl)CCCl. Cell line: MDA-MB-231. Synergy scores: CSS=7.68, Synergy_ZIP=-4.93, Synergy_Bliss=-2.67, Synergy_Loewe=-1.57, Synergy_HSA=0.899. (7) Drug 2: CN1C2=C(C=C(C=C2)N(CCCl)CCCl)N=C1CCCC(=O)O.Cl. Synergy scores: CSS=-0.735, Synergy_ZIP=-1.95, Synergy_Bliss=-1.58, Synergy_Loewe=-12.6, Synergy_HSA=-3.70. Cell line: SK-MEL-28. Drug 1: C1=NC2=C(N1)C(=S)N=C(N2)N. (8) Drug 1: C1=CC=C(C(=C1)C(C2=CC=C(C=C2)Cl)C(Cl)Cl)Cl. Drug 2: CC(C)NC(=O)C1=CC=C(C=C1)CNNC.Cl. Cell line: KM12. Synergy scores: CSS=2.48, Synergy_ZIP=0.0874, Synergy_Bliss=4.40, Synergy_Loewe=2.47, Synergy_HSA=2.19. (9) Drug 1: C1=CC(=CC=C1CC(C(=O)O)N)N(CCCl)CCCl.Cl. Drug 2: C1=CC=C(C(=C1)C(C2=CC=C(C=C2)Cl)C(Cl)Cl)Cl. Cell line: SF-539. Synergy scores: CSS=10.1, Synergy_ZIP=-5.52, Synergy_Bliss=-3.70, Synergy_Loewe=-12.7, Synergy_HSA=-5.06.